Dataset: Forward reaction prediction with 1.9M reactions from USPTO patents (1976-2016). Task: Predict the product of the given reaction. Given the reactants C(=O)([O-])[O-].[K+].[K+].Cl[CH2:8][C:9]1[O:10][C:11]([C:14]2[CH:19]=[CH:18][C:17]([I:20])=[CH:16][CH:15]=2)=[N:12][N:13]=1.[NH:21]1[CH:25]=[CH:24][N:23]=[CH:22]1, predict the reaction product. The product is: [N:21]1([CH2:8][C:9]2[O:10][C:11]([C:14]3[CH:19]=[CH:18][C:17]([I:20])=[CH:16][CH:15]=3)=[N:12][N:13]=2)[CH:25]=[CH:24][N:23]=[CH:22]1.